From a dataset of Full USPTO retrosynthesis dataset with 1.9M reactions from patents (1976-2016). Predict the reactants needed to synthesize the given product. (1) Given the product [CH3:12][NH:11][S:10]([C:8]1[CH:7]=[CH:6][C:5]([O:15][CH2:16][C:17]([F:19])([F:18])[F:20])=[C:4]([CH:9]=1)[C:3]([OH:21])=[O:2])(=[O:13])=[O:14], predict the reactants needed to synthesize it. The reactants are: C[O:2][C:3](=[O:21])[C:4]1[CH:9]=[C:8]([S:10](=[O:14])(=[O:13])[NH:11][CH3:12])[CH:7]=[CH:6][C:5]=1[O:15][CH2:16][C:17]([F:20])([F:19])[F:18]. (2) The reactants are: [H-].[Al+3].[Li+].[H-].[H-].[H-].C(O[C:10]([C@@H:12]1[N:16]2[C:17](=O)[C@@H:18]([CH2:22][C:23]3[C:31]4[C:26](=[CH:27][CH:28]=[CH:29][CH:30]=4)[NH:25][CH:24]=3)[NH:19][C:20](=O)[C@H:15]2[CH2:14][CH2:13]1)=[O:11])C.[OH-].[Na+].C(N(C(C)C)CC)(C)C.[F:44][C:45]([F:60])([F:59])[C:46]1[CH:47]=[C:48]([CH:52]=[C:53]([C:55]([F:58])([F:57])[F:56])[CH:54]=1)[C:49](Cl)=[O:50]. Given the product [F:44][C:45]([F:59])([F:60])[C:46]1[CH:47]=[C:48]([C:49]([N:19]2[C@H:18]([CH2:22][C:23]3[C:31]4[C:26](=[CH:27][CH:28]=[CH:29][CH:30]=4)[NH:25][CH:24]=3)[CH2:17][N:16]3[C@@H:12]([CH2:10][OH:11])[CH2:13][CH2:14][C@@H:15]3[CH2:20]2)=[O:50])[CH:52]=[C:53]([C:55]([F:56])([F:57])[F:58])[CH:54]=1, predict the reactants needed to synthesize it. (3) Given the product [N:1]1[C:2]([CH:10]=[O:11])=[CH:3][N:4]2[CH:9]=[CH:8][CH:7]=[CH:6][C:5]=12, predict the reactants needed to synthesize it. The reactants are: [N:1]1[C:2]([CH2:10][OH:11])=[CH:3][N:4]2[CH:9]=[CH:8][CH:7]=[CH:6][C:5]=12.O.